This data is from Forward reaction prediction with 1.9M reactions from USPTO patents (1976-2016). The task is: Predict the product of the given reaction. Given the reactants [N:1]1[NH:2][N:3]=[N:4][C:5]=1[C:6]1[CH:7]=[C:8]([C:12]2[N:13]=[C:14](Cl)[C:15]3[C:16](=[CH:18][N:19](CC4C=CC(OC)=CC=4)[N:20]=3)[N:17]=2)[CH:9]=[CH:10][CH:11]=1.[NH2:31][C:32]1[CH:37]=[CH:36][C:35]([N:38]2[CH2:43][CH2:42][N:41]([C:44](=[O:46])[CH3:45])[CH2:40][CH2:39]2)=[CH:34][CH:33]=1.Cl, predict the reaction product. The product is: [N:1]1[NH:2][N:3]=[N:4][C:5]=1[C:6]1[CH:7]=[C:8]([C:12]2[N:13]=[C:14]([NH:31][C:32]3[CH:33]=[CH:34][C:35]([N:38]4[CH2:39][CH2:40][N:41]([C:44](=[O:46])[CH3:45])[CH2:42][CH2:43]4)=[CH:36][CH:37]=3)[C:15]3[NH:20][N:19]=[CH:18][C:16]=3[N:17]=2)[CH:9]=[CH:10][CH:11]=1.